Dataset: Peptide-MHC class I binding affinity with 185,985 pairs from IEDB/IMGT. Task: Regression. Given a peptide amino acid sequence and an MHC pseudo amino acid sequence, predict their binding affinity value. This is MHC class I binding data. (1) The peptide sequence is FIDRGSIKI. The MHC is HLA-A02:03 with pseudo-sequence HLA-A02:03. The binding affinity (normalized) is 0.130. (2) The peptide sequence is AMAGNPVVI. The MHC is HLA-C12:03 with pseudo-sequence HLA-C12:03. The binding affinity (normalized) is 0.391.